From a dataset of Forward reaction prediction with 1.9M reactions from USPTO patents (1976-2016). Predict the product of the given reaction. (1) Given the reactants [CH3:1][O:2][CH2:3][C:4]1([C:9]2[CH:14]=[CH:13][C:12]([N:15]3[CH:19]=[CH:18][CH:17]=[N:16]3)=[CH:11][CH:10]=2)OCC[O:5]1.Cl.O1CCCC1, predict the reaction product. The product is: [CH3:1][O:2][CH2:3][C:4]([C:9]1[CH:10]=[CH:11][C:12]([N:15]2[CH:19]=[CH:18][CH:17]=[N:16]2)=[CH:13][CH:14]=1)=[O:5]. (2) Given the reactants Br[C:2]1[CH:7]=[C:6]([F:8])[CH:5]=[CH:4][C:3]=1[S:9]([NH:12][C:13]1[C:22]([C:23]([O:25][CH3:26])=[O:24])=[C:21]2[C:16]([CH:17]3[CH2:27][CH:18]3[CH2:19][O:20]2)=[CH:15][C:14]=1[F:28])(=[O:11])=[O:10].[CH2:29]([N:31]([CH2:48][CH3:49])[CH2:32]/[CH:33]=[CH:34]\[Sn](CCCC)(CCCC)CCCC)[CH3:30].F[B-](F)(F)F.C([PH+](C(C)(C)C)C(C)(C)C)(C)(C)C, predict the reaction product. The product is: [CH2:29]([N:31]([CH2:48][CH3:49])[CH2:32]/[CH:33]=[CH:34]\[C:2]1[CH:7]=[C:6]([F:8])[CH:5]=[CH:4][C:3]=1[S:9]([NH:12][C:13]1[C:22]([C:23]([O:25][CH3:26])=[O:24])=[C:21]2[C:16]([CH:17]3[CH2:27][CH:18]3[CH2:19][O:20]2)=[CH:15][C:14]=1[F:28])(=[O:11])=[O:10])[CH3:30]. (3) Given the reactants [CH:1]([CH:3]1[C:15]2[CH:14]=[C:13]([NH:16][C:17]([O:19][C:20]([CH3:23])([CH3:22])[CH3:21])=[O:18])[CH:12]=[CH:11][C:10]=2[C:9]2[C:4]1=[CH:5][CH:6]=[CH:7][CH:8]=2)=[O:2].[BH4-].[Na+].CCCCCC.CCOC(C)=O.O, predict the reaction product. The product is: [OH:2][CH2:1][CH:3]1[C:15]2[CH:14]=[C:13]([NH:16][C:17]([O:19][C:20]([CH3:23])([CH3:22])[CH3:21])=[O:18])[CH:12]=[CH:11][C:10]=2[C:9]2[C:4]1=[CH:5][CH:6]=[CH:7][CH:8]=2. (4) Given the reactants [F:1][C:2]1([F:18])[CH2:7][CH2:6][CH2:5][C@H:4]([NH:8][C@@H:9]([C:11]2[CH:16]=[CH:15][CH:14]=[CH:13][CH:12]=2)[CH3:10])[C@H:3]1[OH:17].C(N(CC)CC)C.[CH3:26][S:27](Cl)(=[O:29])=[O:28], predict the reaction product. The product is: [CH3:26][S:27]([O:17][C@H:3]1[C@H:4]([NH:8][C@@H:9]([C:11]2[CH:12]=[CH:13][CH:14]=[CH:15][CH:16]=2)[CH3:10])[CH2:5][CH2:6][CH2:7][C:2]1([F:18])[F:1])(=[O:29])=[O:28]. (5) The product is: [NH2:1][C:2]1[CH:7]=[C:6]([Cl:8])[CH:5]=[CH:4][C:3]=1[C:9]1[N:10]([CH2:28][CH2:29][C:30]([OH:32])=[O:31])[C:11]2[C:16]([C:17]=1[CH:18]1[CH2:19][CH2:20][CH2:21][CH2:22][CH2:23]1)=[CH:15][CH:14]=[C:13]([C:24]([O:26][CH3:27])=[O:25])[CH:12]=2. Given the reactants [NH2:1][C:2]1[CH:7]=[C:6]([Cl:8])[CH:5]=[CH:4][C:3]=1[C:9]1[N:10]([CH2:28][CH2:29][C:30]([O:32]CC)=[O:31])[C:11]2[C:16]([C:17]=1[CH:18]1[CH2:23][CH2:22][CH2:21][CH2:20][CH2:19]1)=[CH:15][CH:14]=[C:13]([C:24]([O:26][CH3:27])=[O:25])[CH:12]=2.[OH-].[Na+].Cl.O, predict the reaction product. (6) Given the reactants [F:1][C:2]([F:19])([F:18])[C:3]1[CH:8]=[CH:7][N:6]=[C:5]([N:9]2[CH:13]=[C:12]([C:14]([O:16]C)=[O:15])[N:11]=[CH:10]2)[CH:4]=1.[OH-].[Na+], predict the reaction product. The product is: [F:19][C:2]([F:1])([F:18])[C:3]1[CH:8]=[CH:7][N:6]=[C:5]([N:9]2[CH:13]=[C:12]([C:14]([OH:16])=[O:15])[N:11]=[CH:10]2)[CH:4]=1.